Dataset: Forward reaction prediction with 1.9M reactions from USPTO patents (1976-2016). Task: Predict the product of the given reaction. Given the reactants [CH3:1][C:2]1[O:8][CH:7]=[C:6]([OH:9])[C:4](=[O:5])[CH:3]=1.CN(C)C.[C:14](O[C:14](=[O:20])[CH2:15][CH2:16][CH2:17][CH2:18][CH3:19])(=[O:20])[CH2:15][CH2:16][CH2:17][CH2:18][CH3:19], predict the reaction product. The product is: [C:14]([O:9][C:6]1[C:4](=[O:5])[CH:3]=[C:2]([CH3:1])[O:8][CH:7]=1)(=[O:20])[CH2:15][CH2:16][CH2:17][CH2:18][CH3:19].